From a dataset of Full USPTO retrosynthesis dataset with 1.9M reactions from patents (1976-2016). Predict the reactants needed to synthesize the given product. (1) The reactants are: Br[CH2:2][CH2:3][CH2:4][CH2:5][CH2:6][CH2:7][Br:8].[CH3:9][C:10]1([CH2:14][OH:15])[CH2:13][O:12][CH2:11]1.[OH-].[Na+]. Given the product [Br:8][CH2:7][CH2:6][CH2:5][CH2:4][CH2:3][CH2:2][O:15][CH2:14][C:10]1([CH3:9])[CH2:13][O:12][CH2:11]1, predict the reactants needed to synthesize it. (2) Given the product [N:26]1([C:2]2[S:6][C:5]([C:7]3[CH:12]=[CH:11][N:10]=[C:9]([NH:13][C:14]4[CH:19]=[C:18]([O:20][CH3:21])[C:17]([O:22][CH3:23])=[C:16]([O:24][CH3:25])[CH:15]=4)[N:8]=3)=[N:4][CH:3]=2)[CH2:31][CH2:30][NH:29][CH2:28][CH2:27]1, predict the reactants needed to synthesize it. The reactants are: Cl[C:2]1[S:6][C:5]([C:7]2[CH:12]=[CH:11][N:10]=[C:9]([NH:13][C:14]3[CH:19]=[C:18]([O:20][CH3:21])[C:17]([O:22][CH3:23])=[C:16]([O:24][CH3:25])[CH:15]=3)[N:8]=2)=[N:4][CH:3]=1.[NH:26]1[CH2:31][CH2:30][NH:29][CH2:28][CH2:27]1. (3) Given the product [Br:1][C:14]1[S:13][C:12]([NH:11][C:9]([NH:8][CH2:7][C:6]2[CH:23]=[CH:24][C:25]([Cl:26])=[C:4]([Cl:3])[CH:5]=2)=[O:10])=[N:16][C:15]=1[CH2:17][O:18][CH2:19][CH2:20][O:21][CH3:22], predict the reactants needed to synthesize it. The reactants are: [Br:1]Br.[Cl:3][C:4]1[CH:5]=[C:6]([CH:23]=[CH:24][C:25]=1[Cl:26])[CH2:7][NH:8][C:9]([NH:11][C:12]1[S:13][CH:14]=[C:15]([CH2:17][O:18][CH2:19][CH2:20][O:21][CH3:22])[N:16]=1)=[O:10]. (4) Given the product [CH3:8][N:9]([C:2]1[CH:7]=[CH:6][CH:5]=[CH:4][N:3]=1)[CH2:10][CH2:11][NH:12][CH3:13], predict the reactants needed to synthesize it. The reactants are: F[C:2]1[CH:7]=[CH:6][CH:5]=[CH:4][N:3]=1.[CH3:8][NH:9][CH2:10][CH2:11][NH:12][CH3:13].C(=O)([O-])[O-].[Na+].[Na+]. (5) Given the product [CH3:14][O:13][C:11]1[C:12]2[CH2:2][C:3](=[O:15])[CH2:4][CH2:5][CH2:6][C:7]=2[CH:8]=[CH:9][CH:10]=1, predict the reactants needed to synthesize it. The reactants are: N[CH2:2][C:3]1([OH:15])[C:12]2[C:7](=[CH:8][CH:9]=[CH:10][C:11]=2[O:13][CH3:14])[CH2:6][CH2:5][CH2:4]1.N([O-])=O.[Na+]. (6) Given the product [CH:27]1([N:33]2[CH:5]([C:6]3[CH:7]=[C:8]([C:12]4[CH:17]=[CH:16][C:15]([S:18][CH3:19])=[CH:14][CH:13]=4)[CH:9]=[CH:10][CH:11]=3)[CH2:4][C:3]([C:2]([F:25])([F:1])[C:21]([F:24])([F:23])[F:22])=[N:34]2)[CH2:32][CH2:31][CH2:30][CH2:29][CH2:28]1, predict the reactants needed to synthesize it. The reactants are: [F:1][C:2]([F:25])([C:21]([F:24])([F:23])[F:22])[C:3](=O)[CH:4]=[CH:5][C:6]1[CH:7]=[C:8]([C:12]2[CH:17]=[CH:16][C:15]([S:18][CH3:19])=[CH:14][CH:13]=2)[CH:9]=[CH:10][CH:11]=1.Cl.[CH:27]1([NH:33][NH2:34])[CH2:32][CH2:31][CH2:30][CH2:29][CH2:28]1.N1CCCCC1. (7) Given the product [Cl:43][C:44]1[CH:53]=[CH:52][C:51]2[CH2:50][N:49]([C:5](=[O:7])[CH2:4][CH:1]3[CH2:2][CH2:3]3)[CH2:48][CH2:47][C:46]=2[N:45]=1, predict the reactants needed to synthesize it. The reactants are: [CH:1]1([CH2:4][C:5]([OH:7])=O)[CH2:3][CH2:2]1.CN(C(ON1N=NC2C=CC=CC1=2)=[N+](C)C)C.F[P-](F)(F)(F)(F)F.C1C=CC2N(O)N=NC=2C=1.Cl.[Cl:43][C:44]1[CH:53]=[CH:52][C:51]2[CH2:50][NH:49][CH2:48][CH2:47][C:46]=2[N:45]=1.CCN(C(C)C)C(C)C.